Dataset: Peptide-MHC class II binding affinity with 134,281 pairs from IEDB. Task: Regression. Given a peptide amino acid sequence and an MHC pseudo amino acid sequence, predict their binding affinity value. This is MHC class II binding data. The peptide sequence is DVKFPGGGQAVGGVY. The MHC is HLA-DQA10501-DQB10301 with pseudo-sequence HLA-DQA10501-DQB10301. The binding affinity (normalized) is 0.792.